Dataset: Catalyst prediction with 721,799 reactions and 888 catalyst types from USPTO. Task: Predict which catalyst facilitates the given reaction. (1) Reactant: C(N1C=CN=C1)(N1C=CN=C1)=O.[CH3:13][C:14]1[CH:22]=[CH:21][C:20]([N+:23]([O-:25])=[O:24])=[CH:19][C:15]=1[C:16]([OH:18])=O.[CH2:26]([O:28][C:29](=[O:34])[CH2:30]C(O)=O)[CH3:27]. Product: [CH3:13][C:14]1[CH:22]=[CH:21][C:20]([N+:23]([O-:25])=[O:24])=[CH:19][C:15]=1[C:16](=[O:18])[CH2:30][C:29]([O:28][CH2:26][CH3:27])=[O:34]. The catalyst class is: 54. (2) Reactant: [S:1]1[C:5]2=[N:6][CH:7]=[CH:8][CH:9]=[C:4]2[CH:3]=[CH:2]1.C([Li])CCC.[CH2:15]([Sn:19]([CH2:25][CH2:26][CH2:27][CH3:28])([CH2:21][CH2:22][CH2:23][CH3:24])Cl)[CH2:16][CH2:17][CH3:18].C(=O)(O)[O-].[Na+]. Product: [CH2:25]([Sn:19]([CH2:15][CH2:16][CH2:17][CH3:18])([CH2:21][CH2:22][CH2:23][CH3:24])[C:2]1[S:1][C:5]2=[N:6][CH:7]=[CH:8][CH:9]=[C:4]2[CH:3]=1)[CH2:26][CH2:27][CH3:28]. The catalyst class is: 1. (3) Reactant: [CH2:1]([O:8][C:9]([NH:11][C:12]1[C:13]([C:30](O)=[O:31])=[N:14][C:15]2[C:20]([CH:21]=1)=[CH:19][CH:18]=[C:17]([N:22]1[CH2:27][CH2:26][N:25]([CH3:28])[C:24](=[O:29])[CH2:23]1)[CH:16]=2)=[O:10])[C:2]1[CH:7]=[CH:6][CH:5]=[CH:4][CH:3]=1.[NH2:33][C:34]1[CH:35]=[N:36][CH:37]=[CH:38][C:39]=1[N:40]1[CH2:45][C@H:44]([CH3:46])[C@H:43]([N:47]2[CH:51]=[CH:50][N:49]=[N:48]2)[C@H:42]([NH:52][C:53](=[O:59])[O:54][C:55]([CH3:58])([CH3:57])[CH3:56])[CH2:41]1.CN(C(ON1N=NC2C=CC=NC1=2)=[N+](C)C)C.F[P-](F)(F)(F)(F)F.CCN(C(C)C)C(C)C. Product: [CH2:1]([O:8][C:9](=[O:10])[NH:11][C:12]1[C:13]([C:30]([NH:33][C:34]2[CH:35]=[N:36][CH:37]=[CH:38][C:39]=2[N:40]2[CH2:45][C@H:44]([CH3:46])[C@H:43]([N:47]3[CH:51]=[CH:50][N:49]=[N:48]3)[C@H:42]([NH:52][C:53]([O:54][C:55]([CH3:58])([CH3:57])[CH3:56])=[O:59])[CH2:41]2)=[O:31])=[N:14][C:15]2[C:20]([CH:21]=1)=[CH:19][CH:18]=[C:17]([N:22]1[CH2:27][CH2:26][N:25]([CH3:28])[C:24](=[O:29])[CH2:23]1)[CH:16]=2)[C:2]1[CH:7]=[CH:6][CH:5]=[CH:4][CH:3]=1. The catalyst class is: 656. (4) Reactant: [OH-].[Na+].O.NN.[C:6]([C:9]1[CH:14]=[CH:13][CH:12]=[C:11]([C:15](=O)[CH3:16])[N:10]=1)(=O)[CH3:7]. Product: [CH2:6]([C:9]1[CH:14]=[CH:13][CH:12]=[C:11]([CH2:15][CH3:16])[N:10]=1)[CH3:7]. The catalyst class is: 831.